Dataset: Full USPTO retrosynthesis dataset with 1.9M reactions from patents (1976-2016). Task: Predict the reactants needed to synthesize the given product. (1) Given the product [Cl:1][C:2]1[CH:39]=[C:38]([CH3:40])[CH:37]=[CH:36][C:3]=1[O:4][C:5]1[C:14]([C:13]([NH:12][CH2:16][C:17]2[CH:22]=[CH:21][C:20]([O:23][CH3:24])=[CH:19][CH:18]=2)=[O:15])=[C:9]([NH:10][C:26]2[CH:31]=[CH:30][C:29]([I:32])=[CH:28][C:27]=2[F:33])[N:8]([CH3:34])[C:7](=[O:35])[CH:6]=1, predict the reactants needed to synthesize it. The reactants are: [Cl:1][C:2]1[CH:39]=[C:38]([CH3:40])[CH:37]=[CH:36][C:3]=1[O:4][C:5]1[C:14]2[C:13](=[O:15])[N:12]([CH2:16][C:17]3[CH:22]=[CH:21][C:20]([O:23][CH3:24])=[CH:19][CH:18]=3)C(=O)[N:10]([C:26]3[CH:31]=[CH:30][C:29]([I:32])=[CH:28][C:27]=3[F:33])[C:9]=2[N:8]([CH3:34])[C:7](=[O:35])[CH:6]=1.[OH-].[Li+].C(OCC)(=O)C. (2) Given the product [Br:1][C:2]1[C:3]([C@:8]([NH:25][S@@:26]([C:28]([CH3:31])([CH3:30])[CH3:29])=[O:27])([C:13]2[CH:18]=[CH:17][C:16]([O:19][C:20]([F:23])([F:21])[F:22])=[C:15]([F:24])[CH:14]=2)[CH:9]=[O:12])=[N:4][CH:5]=[CH:6][CH:7]=1, predict the reactants needed to synthesize it. The reactants are: [Br:1][C:2]1[C:3]([C@:8]([NH:25][S:26]([C:28]([CH3:31])([CH3:30])[CH3:29])=[O:27])([C:13]2[CH:18]=[CH:17][C:16]([O:19][C:20]([F:23])([F:22])[F:21])=[C:15]([F:24])[CH:14]=2)[CH:9]([OH:12])CO)=[N:4][CH:5]=[CH:6][CH:7]=1.I([O-])(=O)(=O)=O.[Na+].CCOC(C)=O.